This data is from Full USPTO retrosynthesis dataset with 1.9M reactions from patents (1976-2016). The task is: Predict the reactants needed to synthesize the given product. (1) Given the product [F:1][C:2]1[CH:7]=[CH:6][CH:5]=[CH:4][C:3]=1[N:8]1[C:16]2[C:11](=[C:12]([N:17]3[CH2:22][CH2:21][CH2:20][N:19]([CH2:23][C:24]([OH:26])=[O:25])[C:18]3=[O:29])[CH:13]=[CH:14][CH:15]=2)[CH:10]=[N:9]1, predict the reactants needed to synthesize it. The reactants are: [F:1][C:2]1[CH:7]=[CH:6][CH:5]=[CH:4][C:3]=1[N:8]1[C:16]2[C:11](=[C:12]([N:17]3[CH2:22][CH2:21][CH2:20][N:19]([CH2:23][C:24]([O:26]CC)=[O:25])[C:18]3=[O:29])[CH:13]=[CH:14][CH:15]=2)[CH:10]=[N:9]1.[OH-].[K+]. (2) Given the product [CH3:33][C:32]1[CH:31]=[CH:30][C:29]([C:34]([N:51]2[CH2:56][CH2:55][O:54][CH2:53][CH2:52]2)=[O:35])=[CH:28][C:27]=1[C:24]1[CH:23]=[CH:22][C:21]([CH2:20][C@H:19]([NH:18][C:16]([C@H:13]2[CH2:12][CH2:11][C@H:10]([CH2:9][NH:8][C:6](=[O:7])[O:5][C:1]([CH3:2])([CH3:4])[CH3:3])[CH2:15][CH2:14]2)=[O:17])[C:37](=[O:50])[NH:38][C:39]2[CH:44]=[CH:43][C:42]([C:45]3[N:49]=[N:48][NH:47][N:46]=3)=[CH:41][CH:40]=2)=[CH:26][CH:25]=1, predict the reactants needed to synthesize it. The reactants are: [C:1]([O:5][C:6]([NH:8][CH2:9][C@H:10]1[CH2:15][CH2:14][C@H:13]([C:16]([NH:18][C@H:19]([C:37](=[O:50])[NH:38][C:39]2[CH:44]=[CH:43][C:42]([C:45]3[N:46]=[N:47][NH:48][N:49]=3)=[CH:41][CH:40]=2)[CH2:20][C:21]2[CH:26]=[CH:25][C:24]([C:27]3[C:32]([CH3:33])=[CH:31][CH:30]=[C:29]([C:34](O)=[O:35])[CH:28]=3)=[CH:23][CH:22]=2)=[O:17])[CH2:12][CH2:11]1)=[O:7])([CH3:4])([CH3:3])[CH3:2].[NH:51]1[CH2:56][CH2:55][O:54][CH2:53][CH2:52]1.C(N(CC)C(C)C)(C)C.F[P-](F)(F)(F)(F)F.CN(C(N(C)C)=[N+]1C2C(=NC=CC=2)[N+]([O-])=N1)C.